Dataset: Forward reaction prediction with 1.9M reactions from USPTO patents (1976-2016). Task: Predict the product of the given reaction. (1) Given the reactants [CH3:1][O:2][C:3]1[CH:8]=[CH:7][C:6]([C:9]2[N:14]3[N:15]=[C:16]([NH:18][C:19]4[CH:26]=[CH:25][C:22]([CH:23]=O)=[CH:21][CH:20]=4)[N:17]=[C:13]3[CH:12]=[CH:11][CH:10]=2)=[CH:5][CH:4]=1.[CH3:27][O:28][CH2:29][CH2:30][NH2:31].C([BH3-])#N.[Na+], predict the reaction product. The product is: [CH3:27][O:28][CH2:29][CH2:30][NH:31][CH2:23][C:22]1[CH:21]=[CH:20][C:19]([NH:18][C:16]2[N:17]=[C:13]3[CH:12]=[CH:11][CH:10]=[C:9]([C:6]4[CH:7]=[CH:8][C:3]([O:2][CH3:1])=[CH:4][CH:5]=4)[N:14]3[N:15]=2)=[CH:26][CH:25]=1. (2) Given the reactants [CH3:1][O:2][C:3]1[O:4][C:5]([C:8]([OH:10])=O)=[CH:6][N:7]=1.Cl.[NH2:12][C@H:13]([CH2:22][C:23]1[CH:28]=[CH:27][C:26]([C:29]2[CH:34]=[CH:33][CH:32]=[CH:31][CH:30]=2)=[CH:25][CH:24]=1)[CH2:14][C@@H:15]([CH3:21])[C:16]([O:18][CH2:19][CH3:20])=[O:17].CN(C(ON1N=NC2C=CC=NC1=2)=[N+](C)C)C.F[P-](F)(F)(F)(F)F.C(N(CC)CC)C, predict the reaction product. The product is: [C:26]1([C:29]2[CH:30]=[CH:31][CH:32]=[CH:33][CH:34]=2)[CH:25]=[CH:24][C:23]([CH2:22][C@@H:13]([NH:12][C:8]([C:5]2[O:4][C:3]([O:2][CH3:1])=[N:7][CH:6]=2)=[O:10])[CH2:14][C@@H:15]([CH3:21])[C:16]([O:18][CH2:19][CH3:20])=[O:17])=[CH:28][CH:27]=1. (3) Given the reactants [F:1][C:2]([F:22])([F:21])[C:3]([N:5]1[CH2:11][CH:10]([CH:12]2[CH2:14][CH2:13]2)[C:9]2[CH:15]=[CH:16][C:17]([O:19][CH3:20])=[CH:18][C:8]=2[CH2:7][CH2:6]1)=[O:4].[Br:23]N1C(=O)CCC1=O, predict the reaction product. The product is: [F:22][C:2]([F:1])([F:21])[C:3]([N:5]1[CH2:11][CH:10]([CH:12]2[CH2:14][CH2:13]2)[C:9]2[CH:15]=[C:16]([Br:23])[C:17]([O:19][CH3:20])=[CH:18][C:8]=2[CH2:7][CH2:6]1)=[O:4]. (4) Given the reactants [OH-].[Li+].[C:3]([CH2:11][NH:12][CH2:13][C:14]1[CH:15]=[C:16]([C:20]2[CH:25]=[CH:24][C:23]([CH2:26][C@H:27]([NH:32][C:33]([CH3:43])=[CH:34][C:35](=[O:42])[C:36]3[CH:41]=[CH:40][CH:39]=[CH:38][CH:37]=3)[C:28]([O:30]C)=[O:29])=[CH:22][CH:21]=2)[CH:17]=[CH:18][CH:19]=1)(=[O:10])[C:4]1[CH:9]=[CH:8][CH:7]=[CH:6][CH:5]=1.Cl, predict the reaction product. The product is: [C:3]([CH2:11][NH:12][CH2:13][C:14]1[CH:15]=[C:16]([C:20]2[CH:25]=[CH:24][C:23]([CH2:26][C@H:27]([NH:32][C:33]([CH3:43])=[CH:34][C:35](=[O:42])[C:36]3[CH:37]=[CH:38][CH:39]=[CH:40][CH:41]=3)[C:28]([OH:30])=[O:29])=[CH:22][CH:21]=2)[CH:17]=[CH:18][CH:19]=1)(=[O:10])[C:4]1[CH:5]=[CH:6][CH:7]=[CH:8][CH:9]=1. (5) Given the reactants [CH2:1]([O:8][CH2:9][CH2:10][CH2:11][C@H:12]1[CH2:16][CH2:15][N:14]([C:17]2[CH:18]=[N:19][CH:20]=[C:21]([O:23][CH2:24][C@@H:25]3[CH2:29][CH2:28][CH2:27][N:26]3C(OC(C)(C)C)=O)[CH:22]=2)[CH2:13]1)[C:2]1[CH:7]=[CH:6][CH:5]=[CH:4][CH:3]=1.C(O)(C(F)(F)F)=O, predict the reaction product. The product is: [CH2:1]([O:8][CH2:9][CH2:10][CH2:11][C@H:12]1[CH2:16][CH2:15][N:14]([C:17]2[CH:18]=[N:19][CH:20]=[C:21]([O:23][CH2:24][C@@H:25]3[CH2:29][CH2:28][CH2:27][NH:26]3)[CH:22]=2)[CH2:13]1)[C:2]1[CH:3]=[CH:4][CH:5]=[CH:6][CH:7]=1. (6) Given the reactants [Cl:1][C:2]1[C:3]2[CH:10]=[CH:9][NH:8][C:4]=2[N:5]=[CH:6][N:7]=1.O.[NH2:12][NH2:13], predict the reaction product. The product is: [ClH:1].[NH:12]([C:2]1[C:3]2[CH:10]=[CH:9][NH:8][C:4]=2[N:5]=[CH:6][N:7]=1)[NH2:13].